From a dataset of Human Reference Interactome with 51,813 positive PPI pairs across 8,248 proteins, plus equal number of experimentally-validated negative pairs. Binary Classification. Given two protein amino acid sequences, predict whether they physically interact or not. Protein 1 (ENSG00000255009) has sequence MALPRSQGHWSNKDILRLLECMENNRPSDDNSTFSSTQSHMDWGKVAFKNFSGEMCRLKWLEISCNLRKFGTLKELVLEAKKCVKKMNKSQKYRNGPDFPKRPLTAYNRFFKESWPQYSQMYPGMRSQELTKILSKKYRELPEQMKQKYIQDFRKEKQEFEEKLARFREEHPDLVQKAKKSSVSKRTQNKVQKKFQKNIEEVRSLPKTDRFFKKVKFHGEPQKPPMNGYHKFHQDSWSSKEMQHLSVRERMVEIGRRWQRIPQSQKDHFKSQAEELQKQYKVKLDLWLKTLSPENYAAYK.... Protein 2 (ENSG00000160883) has sequence MDSIGSSGLRQGEETLSCSEEGLPGPSDSSELVQECLQQFKVTRAQLQQIQASLLGSMEQALRGQASPAPAVRMLPTYVGSTPHGTEQGDFVVLELGATGASLRVLWVTLTGIEGHRVEPRSQEFVIPQEVMLGAGQQLFDFAAHCLSEFLDAQPVNKQGLQLGFSFSFPCHQTGLDRSTLISWTKGFRCSGVEGQDVVQLLRDAIRRQGAYNIDVVAVVNDTVGTMMGCEPGVRPCEVGLVVDTGTNACYMEEARHVAVLDEDRGRVCVSVEWGSFSDDGALGPVLTTFDHTLDHESLN.... Result: 0 (the proteins do not interact).